The task is: Predict the product of the given reaction.. This data is from Forward reaction prediction with 1.9M reactions from USPTO patents (1976-2016). (1) Given the reactants [CH3:1][C:2]1[CH:3]=[CH:4][C:5]2[N:9]=[C:8]([C@@H:10]([NH2:12])[CH3:11])[N:7]([C:13]3[CH:18]=[CH:17][CH:16]=[CH:15][CH:14]=3)[C:6]=2[CH:19]=1.Cl[C:21]1[N:29]=[CH:28][N:27]=[C:26]2[C:22]=1[N:23]=[CH:24][NH:25]2.CCN(C(C)C)C(C)C, predict the reaction product. The product is: [CH3:1][C:2]1[CH:3]=[CH:4][C:5]2[N:9]=[C:8]([C@@H:10]([NH:12][C:21]3[N:29]=[CH:28][N:27]=[C:26]4[C:22]=3[N:23]=[CH:24][NH:25]4)[CH3:11])[N:7]([C:13]3[CH:14]=[CH:15][CH:16]=[CH:17][CH:18]=3)[C:6]=2[CH:19]=1. (2) Given the reactants [Cl-].[NH4+].[N+:3]([C:6]1[CH:11]=[CH:10][C:9]([C:12]2[S:13][CH2:14][CH2:15][N:16]=2)=[CH:8][CH:7]=1)([O-])=O, predict the reaction product. The product is: [S:13]1[CH2:14][CH2:15][N:16]=[C:12]1[C:9]1[CH:10]=[CH:11][C:6]([NH2:3])=[CH:7][CH:8]=1. (3) The product is: [Br:1][C:2]1[CH:11]=[C:10]2[C:5]([CH:6]=[CH:7][C:8](=[O:12])[N:9]2[CH2:16][CH:17]2[O:21][CH2:20][CH2:19][O:18]2)=[N:4][CH:3]=1. Given the reactants [Br:1][C:2]1[CH:11]=[C:10]2[C:5]([CH:6]=[CH:7][C:8](=[O:12])[NH:9]2)=[N:4][CH:3]=1.[H-].[Na+].Br[CH2:16][CH:17]1[O:21][CH2:20][CH2:19][O:18]1.Cl, predict the reaction product. (4) Given the reactants [CH3:1][O:2][C:3]1[C:8](B(O)O)=[C:7]([O:12][CH2:13][O:14][CH3:15])[CH:6]=[CH:5][CH:4]=1.[CH2:16]([O:18][C:19](=[O:47])[C@H:20]([CH2:32][C:33]1[CH:38]=[CH:37][C:36](OS(C(F)(F)F)(=O)=O)=[CH:35][CH:34]=1)[NH:21][C:22](=[O:31])[C:23]1[C:28]([Cl:29])=[CH:27][CH:26]=[CH:25][C:24]=1[Cl:30])[CH3:17], predict the reaction product. The product is: [CH2:16]([O:18][C:19](=[O:47])[C@H:20]([CH2:32][C:33]1[CH:38]=[CH:37][C:36]([C:8]2[C:3]([O:2][CH3:1])=[CH:4][CH:5]=[CH:6][C:7]=2[O:12][CH2:13][O:14][CH3:15])=[CH:35][CH:34]=1)[NH:21][C:22](=[O:31])[C:23]1[C:24]([Cl:30])=[CH:25][CH:26]=[CH:27][C:28]=1[Cl:29])[CH3:17].